From a dataset of Acute oral toxicity (LD50) regression data from Zhu et al.. Regression/Classification. Given a drug SMILES string, predict its toxicity properties. Task type varies by dataset: regression for continuous values (e.g., LD50, hERG inhibition percentage) or binary classification for toxic/non-toxic outcomes (e.g., AMES mutagenicity, cardiotoxicity, hepatotoxicity). Dataset: ld50_zhu. (1) The compound is C=CC(=O)OCC(C)(C)COC(=O)C=C. The rat oral LD50 is 1.50, given as -log10 of the dose in mol/kg body weight (higher means more acutely toxic). (2) The molecule is O=C(O)c1ccccc1OP(=O)(O)O. The rat oral LD50 is 2.30, given as -log10 of the dose in mol/kg body weight (higher means more acutely toxic). (3) The molecule is Cc1ccccn1. The rat oral LD50 is 2.07, given as -log10 of the dose in mol/kg body weight (higher means more acutely toxic). (4) The molecule is Cc1cc(C)c2[nH]c(=O)sc2c1. The rat oral LD50 is 1.79, given as -log10 of the dose in mol/kg body weight (higher means more acutely toxic). (5) The molecule is CCCC1OCC(CC)([N+](=O)[O-])CO1. The rat oral LD50 is 2.01, given as -log10 of the dose in mol/kg body weight (higher means more acutely toxic). (6) The molecule is COc1ccccc1NC(=O)CC(C)=O. The rat oral LD50 is 2.11, given as -log10 of the dose in mol/kg body weight (higher means more acutely toxic).